This data is from Full USPTO retrosynthesis dataset with 1.9M reactions from patents (1976-2016). The task is: Predict the reactants needed to synthesize the given product. Given the product [Br:1][C:2]1[CH:7]=[CH:6][C:5]([C:8]2[N:14]([CH2:21][C@@H:22]3[CH2:26][CH2:25][N:24]([C:27]([CH:29]4[CH2:31][CH2:30]4)=[O:28])[CH2:23]3)[C:13](=[O:15])[C:10]3([CH2:11][CH2:12]3)[N:9]=2)=[CH:4][CH:3]=1, predict the reactants needed to synthesize it. The reactants are: [Br:1][C:2]1[CH:7]=[CH:6][C:5]([C:8]2[NH:14][C:13](=[O:15])[C:10]3([CH2:12][CH2:11]3)[N:9]=2)=[CH:4][CH:3]=1.CS(O[CH2:21][C@@H:22]1[CH2:26][CH2:25][N:24]([C:27]([CH:29]2[CH2:31][CH2:30]2)=[O:28])[CH2:23]1)(=O)=O.C([O-])([O-])=O.[Cs+].[Cs+].